Dataset: Catalyst prediction with 721,799 reactions and 888 catalyst types from USPTO. Task: Predict which catalyst facilitates the given reaction. (1) Reactant: [CH2:1]([C:8]1[CH:9]=[N:10][C:11]([N:14]2[C@H:19]3[CH2:20][CH2:21][C@@H:15]2[CH2:16][N:17](C(OC(C)(C)C)=O)[CH2:18]3)=[N:12][CH:13]=1)[C:2]1[CH:7]=[CH:6][CH:5]=[CH:4][CH:3]=1. Product: [CH2:1]([C:8]1[CH:9]=[N:10][C:11]([N:14]2[C@H:19]3[CH2:20][CH2:21][C@@H:15]2[CH2:16][NH:17][CH2:18]3)=[N:12][CH:13]=1)[C:2]1[CH:3]=[CH:4][CH:5]=[CH:6][CH:7]=1. The catalyst class is: 89. (2) Reactant: C(OC([N:8]([CH2:12][C:13]1[CH:14]=[C:15]([NH:19][C:20](=[O:42])[CH2:21][N:22]2[CH:26]=[C:25]([O:27][C:28]3[C:37]4[C:32](=[CH:33][C:34]([O:40][CH3:41])=[C:35]([O:38][CH3:39])[CH:36]=4)[N:31]=[CH:30][N:29]=3)[CH:24]=[N:23]2)[CH:16]=[CH:17][CH:18]=1)[CH:9]1[CH2:11][CH2:10]1)=O)(C)(C)C.FC(F)(F)C(O)=O. Product: [CH:9]1([NH:8][CH2:12][C:13]2[CH:14]=[C:15]([NH:19][C:20](=[O:42])[CH2:21][N:22]3[CH:26]=[C:25]([O:27][C:28]4[C:37]5[C:32](=[CH:33][C:34]([O:40][CH3:41])=[C:35]([O:38][CH3:39])[CH:36]=5)[N:31]=[CH:30][N:29]=4)[CH:24]=[N:23]3)[CH:16]=[CH:17][CH:18]=2)[CH2:10][CH2:11]1. The catalyst class is: 2. (3) Reactant: [NH2:1][C:2]1[CH:7]=[CH:6][C:5]([C:8]2[C:16]3[C:11](=[CH:12][C:13]([F:17])=[CH:14][CH:15]=3)[N:10]([S:18]([C:21]3[CH:26]=[CH:25][CH:24]=[CH:23][CH:22]=3)(=[O:20])=[O:19])[CH:9]=2)=[CH:4][C:3]=1[OH:27].C1C[O:31][CH2:30]C1. Product: [F:17][C:13]1[CH:12]=[C:11]2[C:16]([C:8]([C:5]3[CH:6]=[CH:7][C:2]4[NH:1][C:30](=[O:31])[O:27][C:3]=4[CH:4]=3)=[CH:9][N:10]2[S:18]([C:21]2[CH:26]=[CH:25][CH:24]=[CH:23][CH:22]=2)(=[O:20])=[O:19])=[CH:15][CH:14]=1. The catalyst class is: 6. (4) Reactant: [C:1]([NH2:5])([CH3:4])([CH3:3])[CH3:2].C(=O)([O-])[O-].[K+].[K+].Br[CH2:13][C:14]([NH2:16])=[O:15]. Product: [C:1]([NH:5][CH2:13][C:14]([NH2:16])=[O:15])([CH3:4])([CH3:3])[CH3:2]. The catalyst class is: 9. (5) Reactant: I[C:2]1[C:10]2[C:5](=[N:6][CH:7]=[N:8][C:9]=2[NH2:11])[N:4]([C@H:12]2[CH2:17][CH2:16][C@@H:15]([N:18]3[CH2:23][CH2:22][N:21]([CH3:24])[CH2:20][CH2:19]3)[CH2:14][CH2:13]2)[N:3]=1.[NH:25]([C:32]([C:34]1[CH:39]=[CH:38][C:37](B(O)O)=[CH:36][C:35]=1[O:43][CH3:44])=[O:33])[C:26]1[CH:31]=[CH:30][CH:29]=[CH:28][CH:27]=1.C(=O)([O-])[O-].[Na+].[Na+].COCCOC. Product: [C:26]1([NH:25][C:32](=[O:33])[C:34]2[CH:39]=[CH:38][C:37]([C:2]3[C:10]4[C:5](=[N:6][CH:7]=[N:8][C:9]=4[NH2:11])[N:4]([C@H:12]4[CH2:17][CH2:16][C@@H:15]([N:18]5[CH2:23][CH2:22][N:21]([CH3:24])[CH2:20][CH2:19]5)[CH2:14][CH2:13]4)[N:3]=3)=[CH:36][C:35]=2[O:43][CH3:44])[CH:31]=[CH:30][CH:29]=[CH:28][CH:27]=1. The catalyst class is: 6. (6) Reactant: [CH3:1][O:2][CH2:3][O:4][C:5]1[CH:11]=[CH:10][C:8]([NH2:9])=[C:7]([N+:12]([O-:14])=[O:13])[CH:6]=1.[C:15]1([CH3:25])[CH:20]=[CH:19][C:18]([S:21](Cl)(=[O:23])=[O:22])=[CH:17][CH:16]=1.O. The catalyst class is: 17. Product: [CH3:1][O:2][CH2:3][O:4][C:5]1[CH:11]=[CH:10][C:8]([NH:9][S:21]([C:18]2[CH:19]=[CH:20][C:15]([CH3:25])=[CH:16][CH:17]=2)(=[O:23])=[O:22])=[C:7]([N+:12]([O-:14])=[O:13])[CH:6]=1.